This data is from Forward reaction prediction with 1.9M reactions from USPTO patents (1976-2016). The task is: Predict the product of the given reaction. (1) Given the reactants [CH3:1][S:2][C:3]1[NH:8][C:7](=O)[N:6]2[N:10]=[CH:11][CH:12]=[C:5]2[N:4]=1.P(Cl)(Cl)([Cl:15])=O.C(N(CC)CC)C, predict the reaction product. The product is: [Cl:15][C:7]1[N:6]2[N:10]=[CH:11][CH:12]=[C:5]2[N:4]=[C:3]([S:2][CH3:1])[N:8]=1. (2) Given the reactants CS(O[CH2:6][CH2:7][O:8][C:9]1[CH:14]=[CH:13][C:12]([C:15]2[O:19][C:18]([O:20][CH3:21])=[N:17][C:16]=2[C:22]2[CH:27]=[CH:26][C:25]([O:28][CH3:29])=[CH:24][CH:23]=2)=[CH:11][CH:10]=1)(=O)=O.[C:30]1(=[O:40])[NH:34][C:33](=[O:35])[C:32]2=[CH:36][CH:37]=[CH:38][CH:39]=[C:31]12.[K], predict the reaction product. The product is: [CH3:21][O:20][C:18]1[O:19][C:15]([C:12]2[CH:13]=[CH:14][C:9]([O:8][CH2:7][CH2:6][N:34]3[C:30](=[O:40])[C:31]4[C:32](=[CH:36][CH:37]=[CH:38][CH:39]=4)[C:33]3=[O:35])=[CH:10][CH:11]=2)=[C:16]([C:22]2[CH:23]=[CH:24][C:25]([O:28][CH3:29])=[CH:26][CH:27]=2)[N:17]=1. (3) Given the reactants [Cl:1][C:2]1[N:3]=[C:4](Cl)[C:5]2[S:10][CH:9]=[C:8]([CH2:11][CH2:12][CH3:13])[C:6]=2[N:7]=1.[C:15]([NH2:19])([CH3:18])([CH3:17])[CH3:16], predict the reaction product. The product is: [C:15]([NH:19][C:4]1[C:5]2[S:10][CH:9]=[C:8]([CH2:11][CH2:12][CH3:13])[C:6]=2[N:7]=[C:2]([Cl:1])[N:3]=1)([CH3:18])([CH3:17])[CH3:16]. (4) Given the reactants [OH-].[Li+].C([N:6]1[C:15]2[C:10](=[CH:11][CH:12]=[C:13]([NH:20][S:21]([C:24]3[CH:29]=[CH:28][C:27]([F:30])=[CH:26][C:25]=3/[CH:31]=[CH:32]\[CH2:33][N:34]([CH2:37][CH3:38])[CH2:35][CH3:36])(=[O:23])=[O:22])[C:14]=2[C:16]([O:18]C)=[O:17])[C@H:9]2[CH2:39][CH2:40][O:41][C@H:8]2[CH2:7]1)(=O)C, predict the reaction product. The product is: [CH2:37]([N:34]([CH2:35][CH3:36])[CH2:33]/[CH:32]=[CH:31]\[C:25]1[CH:26]=[C:27]([F:30])[CH:28]=[CH:29][C:24]=1[S:21]([NH:20][C:13]1[C:14]([C:16]([OH:18])=[O:17])=[C:15]2[C:10]([C@H:9]3[CH2:39][CH2:40][O:41][C@H:8]3[CH2:7][NH:6]2)=[CH:11][CH:12]=1)(=[O:23])=[O:22])[CH3:38].